From a dataset of Forward reaction prediction with 1.9M reactions from USPTO patents (1976-2016). Predict the product of the given reaction. (1) The product is: [CH3:20][CH2:19][CH2:18][C:16]1[N:17]([CH2:31][C:32]2[CH:37]=[CH:36][C:35]([C:38]3[C:39]([C:44]([O:46][CH3:24])=[O:45])=[CH:40][CH:41]=[CH:42][CH:43]=3)=[CH:34][CH:33]=2)[C:13]2[C:14](=[C:21]([CH3:23])[CH:22]=[C:11]([C:3]3[N:2]([CH3:1])[C:6]4[C:5](=[CH:10][CH:9]=[CH:8][CH:7]=4)[N:4]=3)[CH:12]=2)[N:15]=1. Given the reactants [CH3:1][N:2]1[C:6]2[CH:7]=[CH:8][CH:9]=[CH:10][C:5]=2[N:4]=[C:3]1[C:11]1[CH:22]=[C:21]([CH3:23])[C:14]2[N:15]=[C:16]([CH2:18][CH2:19][CH3:20])[NH:17][C:13]=2[CH:12]=1.[C:24]([O-])([O-])=O.[K+].[K+].Br[CH2:31][C:32]1[CH:37]=[CH:36][C:35]([C:38]2[C:39]([C:44]([OH:46])=[O:45])=[CH:40][CH:41]=[CH:42][CH:43]=2)=[CH:34][CH:33]=1, predict the reaction product. (2) Given the reactants [CH3:1][N:2]1[C:7]([CH3:8])=[CH:6][C:5]([OH:9])=[C:4]([C:10]([O:12]CC)=O)[C:3]1=[O:15].[NH2:16][C:17]1[CH:21]=[CH:20][N:19]([CH3:22])[N:18]=1.BrC1C=CC=CC=1, predict the reaction product. The product is: [CH3:1][N:2]1[C:7]([CH3:8])=[CH:6][C:5]([OH:9])=[C:4]([C:10]([NH:16][C:17]2[CH:21]=[CH:20][N:19]([CH3:22])[N:18]=2)=[O:12])[C:3]1=[O:15]. (3) Given the reactants [CH2:1]([C:3]1[CH:4]=[CH:5][C:6]([CH3:9])=[N:7][CH:8]=1)[CH3:2].S(=O)(=O)(O)[OH:11].C(OC(=O)C)(=O)C.C([O-])([O-])=O.[Na+].[Na+].[Cr](O)(O)(=O)=O, predict the reaction product. The product is: [CH3:9][C:6]1[N:7]=[CH:8][C:3]([C:1](=[O:11])[CH3:2])=[CH:4][CH:5]=1. (4) Given the reactants C1(P(C2C=CC=CC=2)C2C=CC=CC=2)C=CC=CC=1.[Br:20]Br.[OH:22][C:23]1[CH:28]=[CH:27][C:26]([CH2:29][CH2:30][CH2:31][CH2:32]O)=[CH:25][CH:24]=1.N1C=CN=C1, predict the reaction product. The product is: [OH:22][C:23]1[CH:28]=[CH:27][C:26]([CH2:29][CH2:30][CH2:31][CH2:32][Br:20])=[CH:25][CH:24]=1. (5) Given the reactants COC[N:4]1[C:8]2[CH:9]=[CH:10][C:11]([CH:13]([C:15]3[CH:19]=[CH:18][N:17]([C:20]4[CH:25]=[CH:24][C:23]([O:26][CH2:27][CH2:28][O:29]C5CCCCO5)=[CH:22][N:21]=4)[N:16]=3)[CH3:14])=[CH:12][C:7]=2[S:6][C:5]1=[O:36].FC(F)(F)C(O)=O.C1COCC1.[OH-].[NH4+], predict the reaction product. The product is: [OH:29][CH2:28][CH2:27][O:26][C:23]1[CH:24]=[CH:25][C:20]([N:17]2[CH:18]=[CH:19][C:15]([CH:13]([C:11]3[CH:10]=[CH:9][C:8]4[NH:4][C:5](=[O:36])[S:6][C:7]=4[CH:12]=3)[CH3:14])=[N:16]2)=[N:21][CH:22]=1.